From a dataset of Full USPTO retrosynthesis dataset with 1.9M reactions from patents (1976-2016). Predict the reactants needed to synthesize the given product. Given the product [Cl:1][C:2]1[N:3]=[C:4]([N:14]([CH3:15])[CH3:13])[CH:5]=[CH:6][C:7]=1[O:8][CH2:9][O:10][CH3:11], predict the reactants needed to synthesize it. The reactants are: [Cl:1][C:2]1[C:7]([O:8][CH2:9][O:10][CH3:11])=[CH:6][CH:5]=[C:4](I)[N:3]=1.[CH3:13][NH:14][CH3:15].N1CCC[C@H]1C(O)=O.C(=O)([O-])[O-].[K+].[K+].